From a dataset of Peptide-MHC class I binding affinity with 185,985 pairs from IEDB/IMGT. Regression. Given a peptide amino acid sequence and an MHC pseudo amino acid sequence, predict their binding affinity value. This is MHC class I binding data. (1) The peptide sequence is FSLGLLCISI. The MHC is HLA-B51:01 with pseudo-sequence HLA-B51:01. The binding affinity (normalized) is 0.0188. (2) The peptide sequence is TAVPWNASW. The MHC is Mamu-B17 with pseudo-sequence Mamu-B17. The binding affinity (normalized) is 0.527. (3) The peptide sequence is NTSMSFSCIV. The MHC is HLA-A68:02 with pseudo-sequence HLA-A68:02. The binding affinity (normalized) is 0.715. (4) The peptide sequence is LVGFLLLK. The MHC is H-2-Kb with pseudo-sequence H-2-Kb. The binding affinity (normalized) is 0.0735. (5) The binding affinity (normalized) is 0.0847. The peptide sequence is KSAQFPFHF. The MHC is HLA-A26:01 with pseudo-sequence HLA-A26:01. (6) The peptide sequence is YRFRFRSVY. The binding affinity (normalized) is 0.0847. The MHC is HLA-B08:01 with pseudo-sequence HLA-B08:01. (7) The peptide sequence is GPSHKARVL. The MHC is HLA-B15:03 with pseudo-sequence HLA-B15:03. The binding affinity (normalized) is 0.124.